Dataset: Full USPTO retrosynthesis dataset with 1.9M reactions from patents (1976-2016). Task: Predict the reactants needed to synthesize the given product. (1) Given the product [OH:8][CH:7]([C@H:9]1[CH2:13][N:12]([C@@H:14]([C:16]2[CH:21]=[CH:20][CH:19]=[CH:18][CH:17]=2)[CH3:15])[C:11](=[O:22])[CH2:10]1)[C:1]1[CH:2]=[CH:3][CH:4]=[CH:5][CH:6]=1, predict the reactants needed to synthesize it. The reactants are: [C:1]1([C:7]([C@H:9]2[CH2:13][N:12]([C@@H:14]([C:16]3[CH:21]=[CH:20][CH:19]=[CH:18][CH:17]=3)[CH3:15])[C:11](=[O:22])[CH2:10]2)=[O:8])[CH:6]=[CH:5][CH:4]=[CH:3][CH:2]=1.[BH4-].[Na+].C(O)(=O)CC(CC(O)=O)(C(O)=O)O. (2) Given the product [CH2:13]([N:20]([CH2:24][C:25]1[CH:30]=[C:29]([C:31]([F:32])([F:33])[F:34])[CH:28]=[CH:27][C:26]=1[C:35]1[C:36]([O:47][CH3:48])=[N:37][CH:38]=[C:39]([C:41]#[CH:42])[CH:40]=1)[C:21](=[O:23])[CH3:22])[C:14]1[CH:15]=[CH:16][CH:17]=[CH:18][CH:19]=1, predict the reactants needed to synthesize it. The reactants are: C1CCCCC=1.O1CCCC1.B.[CH2:13]([N:20]([CH2:24][C:25]1[CH:30]=[C:29]([C:31]([F:34])([F:33])[F:32])[CH:28]=[CH:27][C:26]=1[C:35]1[C:36]([O:47][CH3:48])=[N:37][CH:38]=[C:39]([C:41]#[C:42][Si](C)(C)C)[CH:40]=1)[C:21](=[O:23])[CH3:22])[C:14]1[CH:19]=[CH:18][CH:17]=[CH:16][CH:15]=1.[OH-].[Na+].OO.Cl. (3) The reactants are: [S:1]1[CH:5]=[CH:4][C:3]2[C:6]([N:10]3[CH2:15][CH2:14][N:13]([CH2:16][CH2:17][CH2:18][O:19][C:20]4[CH:29]=[C:28]5[C:23]([CH2:24][CH2:25][N:26]([CH2:31][CH3:32])[C:27]5=[O:30])=[CH:22][CH:21]=4)[CH2:12][CH2:11]3)=[CH:7][CH:8]=[CH:9][C:2]1=2.S1C=CC2C(N3CCN(CCCOC4C=C5C(CCNC5=O)=CC=4)CC3)=CC=CC1=2.C(I)C.CO.[ClH:68]. Given the product [ClH:68].[ClH:68].[S:1]1[CH:5]=[CH:4][C:3]2[C:6]([N:10]3[CH2:11][CH2:12][N:13]([CH2:16][CH2:17][CH2:18][O:19][C:20]4[CH:29]=[C:28]5[C:23]([CH2:24][CH2:25][N:26]([CH2:31][CH3:32])[C:27]5=[O:30])=[CH:22][CH:21]=4)[CH2:14][CH2:15]3)=[CH:7][CH:8]=[CH:9][C:2]1=2, predict the reactants needed to synthesize it. (4) Given the product [F:6][C:7]1[CH:14]=[CH:13][CH:12]=[C:9]([CH:10]=[CH2:2])[C:8]=1[OH:15], predict the reactants needed to synthesize it. The reactants are: [Li][CH2:2]CCC.[F:6][C:7]1[C:8]([OH:15])=[C:9]([CH:12]=[CH:13][CH:14]=1)[CH:10]=O. (5) Given the product [CH3:15][C:16]1[CH:20]=[C:19]([NH:21][C:2]2[C:3]3[CH2:14][O:13][CH2:12][C:4]=3[N:5]=[C:6]([S:8]([CH3:11])(=[O:10])=[O:9])[N:7]=2)[NH:18][N:17]=1, predict the reactants needed to synthesize it. The reactants are: Cl[C:2]1[C:3]2[CH2:14][O:13][CH2:12][C:4]=2[N:5]=[C:6]([S:8]([CH3:11])(=[O:10])=[O:9])[N:7]=1.[CH3:15][C:16]1[CH:20]=[C:19]([NH2:21])[NH:18][N:17]=1. (6) Given the product [Br:6][C:7]1[CH:8]=[C:9]([N+:14]([O-:16])=[O:15])[C:10](/[CH:13]=[CH:3]/[N:2]([CH3:5])[CH3:1])=[N:11][CH:12]=1, predict the reactants needed to synthesize it. The reactants are: [CH3:1][N:2]([CH3:5])[CH:3]=O.[Br:6][C:7]1[CH:8]=[C:9]([N+:14]([O-:16])=[O:15])[C:10]([CH3:13])=[N:11][CH:12]=1.COC(OC)N(C)C.O.